This data is from Catalyst prediction with 721,799 reactions and 888 catalyst types from USPTO. The task is: Predict which catalyst facilitates the given reaction. The catalyst class is: 10. Reactant: [CH2:1]([O:5][C:6]1[CH:11]=[CH:10][C:9]([S:12](Cl)(=[O:14])=[O:13])=[CH:8][CH:7]=1)[C:2]#[C:3][CH3:4].[F-:16].[K+].[F-].[Ca+2].[F-]. Product: [CH2:1]([O:5][C:6]1[CH:11]=[CH:10][C:9]([S:12]([F:16])(=[O:14])=[O:13])=[CH:8][CH:7]=1)[C:2]#[C:3][CH3:4].